Dataset: Full USPTO retrosynthesis dataset with 1.9M reactions from patents (1976-2016). Task: Predict the reactants needed to synthesize the given product. (1) Given the product [F:24][C:25]([F:31])([F:30])[S:26]([NH:1][CH2:2][C:3]1[CH:8]=[CH:7][CH:6]=[C:5]([NH:9][C:10]2[N:15]=[C:14]([C:16]3[S:20][C:19]([NH:21][CH3:22])=[N:18][C:17]=3[CH3:23])[CH:13]=[CH:12][N:11]=2)[CH:4]=1)(=[O:28])=[O:27], predict the reactants needed to synthesize it. The reactants are: [NH2:1][CH2:2][C:3]1[CH:4]=[C:5]([NH:9][C:10]2[N:15]=[C:14]([C:16]3[S:20][C:19]([NH:21][CH3:22])=[N:18][C:17]=3[CH3:23])[CH:13]=[CH:12][N:11]=2)[CH:6]=[CH:7][CH:8]=1.[F:24][C:25]([F:31])([F:30])[S:26](Cl)(=[O:28])=[O:27]. (2) Given the product [NH2:3][C:4]1[N:8]([CH2:9][CH2:10][O:11][Si:20]([C:23]([CH3:26])([CH3:25])[CH3:24])([CH3:22])[CH3:21])[N:7]=[C:6]([OH:12])[C:5]=1[C:13]1[CH:18]=[CH:17][C:16]([CH3:19])=[CH:15][CH:14]=1, predict the reactants needed to synthesize it. The reactants are: [H-].[Na+].[NH2:3][C:4]1[N:8]([CH2:9][CH2:10][OH:11])[N:7]=[C:6]([OH:12])[C:5]=1[C:13]1[CH:18]=[CH:17][C:16]([CH3:19])=[CH:15][CH:14]=1.[Si:20](Cl)([C:23]([CH3:26])([CH3:25])[CH3:24])([CH3:22])[CH3:21].[Cl-].[NH4+]. (3) Given the product [C:1]([C:3]1[CH:8]=[C:7]([CH3:9])[CH:6]=[CH:5][C:4]=1[C:10]1[CH:15]=[C:14]([CH:16]([OH:21])[C:17]([F:19])([F:18])[F:20])[CH:13]=[C:12]([C:22]([NH:36][C@@H:34]([C:31]2[CH:32]=[N:33][C:28]([CH3:27])=[CH:29][CH:30]=2)[CH3:35])=[O:24])[CH:11]=1)#[N:2], predict the reactants needed to synthesize it. The reactants are: [C:1]([C:3]1[CH:8]=[C:7]([CH3:9])[CH:6]=[CH:5][C:4]=1[C:10]1[CH:15]=[C:14]([CH:16]([OH:21])[C:17]([F:20])([F:19])[F:18])[CH:13]=[C:12]([C:22]([OH:24])=O)[CH:11]=1)#[N:2].Cl.Cl.[CH3:27][C:28]1[N:33]=[CH:32][C:31]([C@H:34]([NH2:36])[CH3:35])=[CH:30][CH:29]=1.F[P-](F)(F)(F)(F)F.C[N+](C)=C(N(C)C)ON1C2N=CC=CC=2N=N1.C(N(CC)C(C)C)(C)C. (4) Given the product [CH2:70]([O:72][CH2:73][C:74]([N:35]1[CH2:36][CH2:37][N:32]([C:30](=[O:31])[C:29]2[CH:28]=[CH:27][C:26](/[CH:25]=[CH:24]/[C:17]3[C:18]4[C:23](=[CH:22][CH:21]=[CH:20][CH:19]=4)[NH:15][N:16]=3)=[CH:39][CH:38]=2)[CH2:33][CH2:34]1)=[O:75])[CH3:71], predict the reactants needed to synthesize it. The reactants are: C1(N)C(F)=C(F)C(F)=C(N)C=1F.Cl.Cl.[NH:15]1[C:23]2[C:18](=[CH:19][CH:20]=[CH:21][CH:22]=2)[C:17](/[CH:24]=[CH:25]/[C:26]2[CH:39]=[CH:38][C:29]([C:30]([N:32]3[CH2:37][CH2:36][NH:35][CH2:34][CH2:33]3)=[O:31])=[CH:28][CH:27]=2)=[N:16]1.CN1CCOCC1.Cl.C(N=C=NCCCN(C)C)C.O.ON1C2C=CC=CC=2N=N1.[CH2:70]([O:72][CH2:73][C:74](O)=[O:75])[CH3:71]. (5) Given the product [C:23]1([C:31]2[CH:36]=[CH:35][CH:34]=[CH:33][CH:32]=2)[CH:28]=[CH:27][CH:26]=[C:25]([CH2:29][NH:30][C:6](=[O:8])[C:5]2[CH:9]=[CH:10][C:2]([Cl:1])=[N:3][CH:4]=2)[CH:24]=1, predict the reactants needed to synthesize it. The reactants are: [Cl:1][C:2]1[CH:10]=[CH:9][C:5]([C:6]([OH:8])=O)=[CH:4][N:3]=1.C(N1C=CN=C1)(N1C=CN=C1)=O.[C:23]1([C:31]2[CH:36]=[CH:35][CH:34]=[CH:33][CH:32]=2)[CH:28]=[CH:27][CH:26]=[C:25]([CH2:29][NH2:30])[CH:24]=1.C(N(CC)CC)C.